Dataset: Human liver microsome stability data. Task: Regression/Classification. Given a drug SMILES string, predict its absorption, distribution, metabolism, or excretion properties. Task type varies by dataset: regression for continuous measurements (e.g., permeability, clearance, half-life) or binary classification for categorical outcomes (e.g., BBB penetration, CYP inhibition). Dataset: hlm. (1) The drug is CC(C)[C@]1(C(=O)N2C[C@@H]3C[C@H]2CN3C(=O)CC(C)(C)C)CC[C@@H](NC2CCOCC2F)C1. The result is 0 (unstable in human liver microsomes). (2) The molecule is C=C(C)[C@@H]1CC[C@]2(C(=O)NCCCN(C)C)CC[C@]3(C)[C@H](CC[C@@H]4[C@@]5(C)CC=C(c6ccc(C(=O)O)cc6)C(C)(C)[C@@H]5CC[C@]43C)[C@@H]12. The result is 0 (unstable in human liver microsomes). (3) The compound is O=C(NCCc1nc(-c2cccc(F)c2)cs1)N1CCCCC1. The result is 1 (stable in human liver microsomes). (4) The molecule is CC(C)(C)c1cc(NC(=O)[C@@H]2CCCCN2Cc2ccc(Cl)cc2)no1. The result is 1 (stable in human liver microsomes). (5) The drug is CN(Cc1ccccc1)c1ccc2cc(C(=O)O)c(=O)oc2c1. The result is 0 (unstable in human liver microsomes). (6) The compound is CC(C)N1CCN=C1N=C(N)Nc1ccc(Cl)c(Cl)c1. The result is 0 (unstable in human liver microsomes).